From a dataset of B-cell epitopes from IEDB database with 3,159 antigens for binding position prediction. Token-level Classification. Given an antigen amino acid sequence, predict which amino acid positions are active epitope sites capable of antibody binding. Output is a list of indices for active positions. (1) The epitope positions are: [1, 2, 3, 4, 5, 6, 7, 8, 9, 10, 11, 12, 13, 14, 15, 16, 17, 18, 19, 20]. The amino acids at these positions are: QVTFIYILVITCYENDVNVY. Given the antigen sequence: MQVTFIYILVITCYENDVNVYHIFFQMSLWLPSEATVYLPPVPVSKVVSTDEYVARTNIYYHAGTSRLLAVGHPYFPIKKPNNNKILVPKVSGLQYRVFRIHLPDPNKFGFPDTSFYNPDTQRLVWACVGVEVGRGQPLGVGISGHPLLNKLDDTENASAYAANAGVDNRECISMDYKQTQLCLIGCKPPIGEHWGKGSPCTNVAVNPGDCPPLELINTVIQDGDMVHTGFGAMDFTTLQANKSEVPLDICTSICKYPDYIKMVSEPYGDSLFFYLRREQMFVRHLFNRAGTVGENVPDDLYIKGSGSTANLASSNYFPTPSGSMVTSDAQIFNKPYWLQRAQGHNNGICWGNQLFVTVVDTTRSTNMSLCAAISTSETTYKNTNFKEYLRHGEEYDLQFIFQLCKITLTADVMTYIHSMNSTILEDWNFGLQPPPGGTLEDTYRFVTQAIACQKHTPPAPKEDDPLKKYTFWEVNLKEKFSADLDQFPLGRKFLLQAGL..., which amino acid positions are active epitope sites? (2) Given the antigen sequence: MSLLTNRLSRRVDKDQWGPGFMGKDPKPCPSRRTGKCMGPPSSAAACSRGSPRILRVRAGGISLPYTIMEALLFLLGVEAGAILAPATHACRANGQYFLTNCCAPEDIGFCLEGGCLVALGCTVCTDRCWPLYQAGLAVRPGKSAAQLVGQLGGLYGPLSVSAYVAGILGLGEVYSGVLTVGVALTRRVYPMPNLTCAVECELKWESEFWRWTEQLASNYWILEYLWKVPFDFWRGVLSLTPLLVCVAALLLLEQRIVMVFLLVTMAGMSQGAPASVLGSRPFDYGLTWQSCSCRANGSRYTTGEKVWDRGNVTLLCDCPNGPWVWLPAFCQAIGWGDPITHWSHGQNRWPLSCPQYVYGSVSVTCVWGSVSWFASTGGRDSKIDVWSLVPVGSASCTIAALGSSDRDTVVELSEWGVPCATCILDRRPASCGTCVRDCWPETGSVRFPFHRCGAGPKLTKDLEAVPFVNRTTPFTIRGPLGNQGRGNPVRSPLGFGSYA..., which amino acid positions are active epitope sites? The epitope positions are: [1616, 1617, 1618, 1619, 1620, 1621, 1622, 1623, 1624, 1625, 1626, 1627, 1628, 1629, 1630, 1631, 1632]. The amino acids at these positions are: TDWDVKGGGSPLYRHGD. (3) Given the antigen sequence: MICILVLITVATASPVLQRCFQDGAIVKQNPSKEAFTEVCLKDDVSMIKTEARYVRNATGVFSNNVAIRKWLVSAWHDCRPKKIVGGHINVIEVGDDLSLHTESYVCSADCTIGVDKETAQVRLQTDTTNHFEIAGTTVKSGWFRSTTYITLDQTCEHLKVSCGPKSVQFHACFNQHMSCVRFLHRTILPRSIANSICQNIEIIILVTLTLLIFILLSILSKTYICYLLMPIFIPIAYIYGTIYNKSCKKCKLCGLAHHPFTECGTHCVCGARYDTSDRMKLHRASGLCPGYKSLRAARVMCKSKGPASILSIITAVLVLTFVTPINSMVLGESKETFELEDLPDDMLEMASRINSYYPTCILNYAVSWGLVIIGLLIGLLFKKYQHRFLNVYAMYCEECDMYHDKSGVKRHGDFTNKCRQCTCGQYEDAAGLMAHRKTYNCLVQYKAKWMMNFLIIYIFLILIKDSAIVVQAAGTDFTTCLETESINWNCTGPFLNLGN..., which amino acid positions are active epitope sites? The epitope positions are: [76, 77, 78, 79, 80, 81, 82, 83]. The amino acids at these positions are: HDCRPKKI. (4) Given the antigen sequence: MIRFLVLSLLILTLFLTTPAVEGDVSFRLSGATSSSYGVFISNLRKALPNERKLYDIPLLRSSLPGSQRYALIHLTNYADETISVAIDVTNVYIMGYRAGDTSYFFNEASATEAAKYVFKDAMRKVTLPYSGNYERLQTAAGKIRENIPLGLPALDSAITTLFYYNANSAASALMVLIQSTSEAARYKFIEQQIGKRVDKTFLPSLAIISLENSWSALSKQIQIASTNNGQFESPVVLINAQNQRVTITNVDAGVVTSNIALLLNRNNMAAMDDDVPMTQSFGCGSYAI, which amino acid positions are active epitope sites? The epitope positions are: [191, 192, 193, 194, 195, 196]. The amino acids at these positions are: QQIGKR. (5) Given the antigen sequence: MKLSLVAAMLLLLSAARAEEEDKKEDVGTVVGIDLGTTYSCVGVFKNGRVEIIANDQGNRITPSYVAFTPEGERLIGDAAKNQLTSNPENTVFDAKRLIGRTWNDPSVQQDIKFLPFKVVEKKTKPYIQVDIGGGQTKTFAPEEISAMVLTKMKETAEAYLGKKVTHAVVTVPAYFNDAQRQATKDAGTIAGLNVMRIINEPTAAAIAYGLDKREGEKNILVFDLGGGTFDVSLLTIDNGVFEVVATNGDTHLGGEDFDQRVMEHFIKLYKKKTGKDVRKDNRAVQKLRREVEKAKALSSQHQARIEIESFYEGEDFSETLTRAKFEELNMDLFRSTMKPVQKVLEDSDLKKSDIDEIVLVGGSTRIPKIQQLVKEFFNGKEPSRGINPDEAVAYGAAVQAGVLSGDQDTGDLVLLHVCPLTLGIETVGGVMTKLIPSNTVVPTKNSQIFSTASDNQPTVTIKVYEGERPLTKDNHLLGTFDLTGIPPAPRGVPQIEVTF..., which amino acid positions are active epitope sites? The epitope positions are: [155, 156, 157, 158, 159, 160, 161, 162, 163, 164, 165, 166, 167, 168, 169, 170, 171, 172, 173, 174]. The amino acids at these positions are: TAEAYLGKKVTHAVVTVPAY. (6) Given the antigen sequence: MKIIFFLCSFLFFIINTQCVTHESYQELVKKLEALEDAVLTGYGLFHKEKMILNEEEITTKGASAQSGTSGTSGTSGTSGTSGTSGTSGTSGTSGPSGPSGTSPSSRSNTLPRSNTSSGAIPPADASDSDAKSYADLKHRVRNYLFTIKELKYPELFDLTNHMLTLCDNIHGFKYLIDGYEEINELLYKLNFYFDLLRAKLNDVCANDYCQIPFNLKIRANELDVLKKLVFGYRKPLDNIKDNVGKMEDYIKKNKTTIANINELIEGSKKTIDQNKNADNEEGKKKLYQAQYDLSIYNKQLEEAHNLISVLEKRIDTLKKNENIKKLLEDIDKIKTDAEKPTTESKPNTLLDKNKKIEEHEEKIKEIAKTIKFNIDSLFTDPLELEYYLREKNKKVDVTPKSQDPTKSVQIPKVPYPNGIVYPLPLTDIHNSLAADNDKNSYGDLMNPDTKEKINEKIITDNKERKIFINNIKKQIDLEEKNINHTKEQNKKLLEDYEKS..., which amino acid positions are active epitope sites? The epitope positions are: [187, 188, 189, 190, 191, 192, 193, 194, 195, 196, 197, 198, 199, 200]. The amino acids at these positions are: YKLNFYFDLLRAKL.